This data is from Forward reaction prediction with 1.9M reactions from USPTO patents (1976-2016). The task is: Predict the product of the given reaction. (1) Given the reactants [Cl:1][C:2]1[N:11]=[CH:10][CH:9]=[C:8]2[C:3]=1[C:4]1[CH:16]=[C:15]([C:17]3[CH:18]=[N:19][N:20]([CH3:22])[CH:21]=3)[CH:14]=[CH:13][C:5]=1[C:6](Cl)=[N:7]2.[NH2:23][C:24]1[CH:25]=[N:26][CH:27]=[CH:28][CH:29]=1.CC(C)([O-])C.[Na+].[Cl-].[NH4+], predict the reaction product. The product is: [Cl:1][C:2]1[N:11]=[CH:10][CH:9]=[C:8]2[C:3]=1[C:4]1[CH:16]=[C:15]([C:17]3[CH:18]=[N:19][N:20]([CH3:22])[CH:21]=3)[CH:14]=[CH:13][C:5]=1[C:6]([NH:23][C:24]1[CH:25]=[N:26][CH:27]=[CH:28][CH:29]=1)=[N:7]2. (2) The product is: [Cl:17][C:13]1[CH:12]=[C:11]([S:8]([C:6]2[CH:5]=[CH:4][C:3]([C:18]3[C:19]([OH:25])=[CH:20][CH:21]=[C:22]([F:24])[CH:23]=3)=[C:2]([F:1])[CH:7]=2)(=[O:10])=[O:9])[CH:16]=[CH:15][CH:14]=1. Given the reactants [F:1][C:2]1[CH:7]=[C:6]([S:8]([C:11]2[CH:16]=[CH:15][CH:14]=[C:13]([Cl:17])[CH:12]=2)(=[O:10])=[O:9])[CH:5]=[CH:4][C:3]=1[C:18]1[CH:23]=[C:22]([F:24])[CH:21]=[CH:20][C:19]=1[O:25]C.B(Br)(Br)Br, predict the reaction product. (3) Given the reactants [NH2:1][CH:2]([C:12]1[N:17]=[C:16]([C:18]([NH:20][CH2:21][C:22]2[CH:27]=[CH:26][C:25]([F:28])=[CH:24][CH:23]=2)=[O:19])[C:15]([OH:29])=[C:14]([OH:30])[N:13]=1)[CH2:3][O:4][CH2:5][C:6]1[CH:11]=[CH:10][CH:9]=[CH:8][CH:7]=1.C(N(CC)CC)C.[Cl:38][CH2:39][CH:40]=O.[BH3-]C#N.[Na+], predict the reaction product. The product is: [CH2:5]([O:4][CH2:3][CH:2]([C:12]1[N:17]=[C:16]([C:18]([NH:20][CH2:21][C:22]2[CH:27]=[CH:26][C:25]([F:28])=[CH:24][CH:23]=2)=[O:19])[C:15]([OH:29])=[C:14]([OH:30])[N:13]=1)[NH:1][CH2:40][CH2:39][Cl:38])[C:6]1[CH:11]=[CH:10][CH:9]=[CH:8][CH:7]=1. (4) The product is: [Cl:14][C:13]1[C:6]2[C:5]([CH2:4][C:3]([OH:32])=[O:2])=[CH:9][S:8][C:7]=2[CH:10]=[C:11]([O:15][CH2:16][C:17]2[CH:21]=[C:20]([C:22]3[CH:27]=[CH:26][C:25]([C:28]([F:30])([F:29])[F:31])=[CH:24][CH:23]=3)[O:19][N:18]=2)[CH:12]=1. Given the reactants C[O:2][C:3](=[O:32])[CH2:4][C:5]1[C:6]2[C:13]([Cl:14])=[CH:12][C:11]([O:15][CH2:16][C:17]3[CH:21]=[C:20]([C:22]4[CH:27]=[CH:26][C:25]([C:28]([F:31])([F:30])[F:29])=[CH:24][CH:23]=4)[O:19][N:18]=3)=[CH:10][C:7]=2[S:8][CH:9]=1.ClC1C=CC(C(=O)CCCSC2C=CC(OCC(O)=O)=C3C=2CCC3)=CC=1, predict the reaction product. (5) Given the reactants [Br:1][C:2]1[CH:3]=[C:4](Br)[C:5]2[O:9][CH2:8][CH2:7][C:6]=2[CH:10]=1.[Li]CCCC.CN([CH:20]=[O:21])C.Cl, predict the reaction product. The product is: [Br:1][C:2]1[CH:3]=[C:4]([CH:20]=[O:21])[C:5]2[O:9][CH2:8][CH2:7][C:6]=2[CH:10]=1.